From a dataset of CYP3A4 inhibition data for predicting drug metabolism from PubChem BioAssay. Regression/Classification. Given a drug SMILES string, predict its absorption, distribution, metabolism, or excretion properties. Task type varies by dataset: regression for continuous measurements (e.g., permeability, clearance, half-life) or binary classification for categorical outcomes (e.g., BBB penetration, CYP inhibition). Dataset: cyp3a4_veith. (1) The molecule is COCCn1c(=O)c(CCc2ccccc2)nc2cnc(OCc3ccccc3)nc21. The result is 1 (inhibitor). (2) The compound is Cc1cccc2c1Oc1ccccc1[C@@H]2NC(=O)c1ccc([N+](=O)[O-])cc1. The result is 0 (non-inhibitor). (3) The compound is O=C(Nc1ccc(F)cc1)N1CC2CC(C1)c1cccc(=O)n1C2. The result is 0 (non-inhibitor). (4) The drug is Cc1cc(OC(=O)c2ccccc2Br)cc(=O)n1C. The result is 0 (non-inhibitor). (5) The compound is CN(Cc1ccco1)c1ncncc1-c1ccccc1C(F)(F)F. The result is 1 (inhibitor).